This data is from Full USPTO retrosynthesis dataset with 1.9M reactions from patents (1976-2016). The task is: Predict the reactants needed to synthesize the given product. (1) Given the product [C:38]([N:57]1[CH:61]=[C:60]([CH:62]=[CH:72][CH2:71][CH2:66][CH2:65][C:64]([OH:76])=[O:75])[N:59]=[CH:58]1)([C:45]1[CH:46]=[CH:47][CH:48]=[CH:49][CH:50]=1)([C:51]1[CH:56]=[CH:55][CH:54]=[CH:53][CH:52]=1)[C:39]1[CH:44]=[CH:43][CH:42]=[CH:41][CH:40]=1, predict the reactants needed to synthesize it. The reactants are: C[Si](C)(C)N[Si](C)(C)C.[Li].[Br-].C(CCCC[P+](C1C=CC=CC=1)(C1C=CC=CC=1)C1C=CC=CC=1)(O)=O.[C:38]([N:57]1[CH:61]=[C:60]([CH:62]=O)[N:59]=[CH:58]1)([C:51]1[CH:56]=[CH:55][CH:54]=[CH:53][CH:52]=1)([C:45]1[CH:50]=[CH:49][CH:48]=[CH:47][CH:46]=1)[C:39]1[CH:44]=[CH:43][CH:42]=[CH:41][CH:40]=1.[C:64]([OH:76])(=[O:75])[CH2:65][C:66]([CH2:71][C:72](O)=O)(C(O)=O)O. (2) Given the product [Cl:18][C:14]1[CH:13]=[C:12]([C:7]2[C:6]([C:4]([OH:5])=[O:3])=[C:10]([CH3:11])[O:9][N:8]=2)[CH:17]=[CH:16][CH:15]=1, predict the reactants needed to synthesize it. The reactants are: C([O:3][C:4]([C:6]1[C:7]([C:12]2[CH:17]=[CH:16][CH:15]=[C:14]([Cl:18])[CH:13]=2)=[N:8][O:9][C:10]=1[CH3:11])=[O:5])C.[OH-].[Na+].Cl.O. (3) Given the product [F:8][C:7]1[CH:6]=[CH:5][C:4]([N:9]2[C:13]3=[N:14][CH:15]=[CH:16][CH:17]=[C:12]3[C:11]([C:18]([O:20][CH3:21])=[O:19])=[N:10]2)=[CH:3][C:2]=1[C:23]#[C:22][C@:24]1([OH:31])[CH2:28][CH2:27][N:26]([CH3:29])[C:25]1=[O:30], predict the reactants needed to synthesize it. The reactants are: Br[C:2]1[CH:3]=[C:4]([N:9]2[C:13]3=[N:14][CH:15]=[CH:16][CH:17]=[C:12]3[C:11]([C:18]([O:20][CH3:21])=[O:19])=[N:10]2)[CH:5]=[CH:6][C:7]=1[F:8].[C:22]([C@:24]1([OH:31])[CH2:28][CH2:27][N:26]([CH3:29])[C:25]1=[O:30])#[CH:23]. (4) Given the product [CH3:43][O:1][C:2]1[C:11](=[O:12])[C:10]2[C:5](=[CH:6][C:7]([O:13][CH2:14][C:15]3[CH:16]=[CH:17][CH:18]=[CH:19][CH:20]=3)=[CH:8][CH:9]=2)[O:4][C:3]=1[C:21]1[CH:26]=[CH:25][C:24]([O:27][CH2:28][C:29]2[CH:30]=[CH:31][CH:32]=[CH:33][CH:34]=2)=[C:23]([O:35][CH2:36][C:37]2[CH:42]=[CH:41][CH:40]=[CH:39][CH:38]=2)[CH:22]=1, predict the reactants needed to synthesize it. The reactants are: [OH:1][C:2]1[C:11](=[O:12])[C:10]2[C:5](=[CH:6][C:7]([O:13][CH2:14][C:15]3[CH:20]=[CH:19][CH:18]=[CH:17][CH:16]=3)=[CH:8][CH:9]=2)[O:4][C:3]=1[C:21]1[CH:26]=[CH:25][C:24]([O:27][CH2:28][C:29]2[CH:34]=[CH:33][CH:32]=[CH:31][CH:30]=2)=[C:23]([O:35][CH2:36][C:37]2[CH:42]=[CH:41][CH:40]=[CH:39][CH:38]=2)[CH:22]=1.[CH2:43](OC1C=C(C=CC=1OCC1C=CC=CC=1)C1OC2C(C(=O)C=1)=CC=C(OC)C=2)C1C=CC=CC=1.